Task: Predict the product of the given reaction.. Dataset: Forward reaction prediction with 1.9M reactions from USPTO patents (1976-2016) (1) Given the reactants [BH4-].[Na+].[C:3]([O:7][C:8]([N:10]1[C:18]2[C:13](=[CH:14][C:15]([CH:19]=[O:20])=[CH:16][CH:17]=2)[C:12]([Br:21])=[N:11]1)=[O:9])([CH3:6])([CH3:5])[CH3:4].Cl, predict the reaction product. The product is: [Br:21][C:12]1[C:13]2[C:18](=[CH:17][CH:16]=[C:15]([CH2:19][OH:20])[CH:14]=2)[N:10]([C:8]([O:7][C:3]([CH3:6])([CH3:5])[CH3:4])=[O:9])[N:11]=1. (2) Given the reactants [OH:1][C:2]1[CH:3]=[C:4]([CH2:8][CH2:9][CH2:10][N:11]2[C:19](=[O:20])[C:18]3[C:13](=[CH:14][CH:15]=[CH:16][CH:17]=3)[C:12]2=[O:21])[CH:5]=[CH:6][CH:7]=1.[CH2:22]([O:29][CH2:30][CH2:31][CH2:32]OS(C)(=O)=O)[C:23]1[CH:28]=[CH:27][CH:26]=[CH:25][CH:24]=1, predict the reaction product. The product is: [CH2:22]([O:29][CH2:30][CH2:31][CH2:32][O:1][C:2]1[CH:3]=[C:4]([CH2:8][CH2:9][CH2:10][N:11]2[C:19](=[O:20])[C:18]3[C:13](=[CH:14][CH:15]=[CH:16][CH:17]=3)[C:12]2=[O:21])[CH:5]=[CH:6][CH:7]=1)[C:23]1[CH:28]=[CH:27][CH:26]=[CH:25][CH:24]=1. (3) Given the reactants [H-].[Na+].[CH3:3][C:4]1([CH3:26])[O:8][CH:7]([CH2:9][O:10][C:11]2[CH:16]=[CH:15][C:14](C(C3C=CC(O)=CC=3)=O)=[CH:13][CH:12]=2)[CH2:6][O:5]1.[CH3:27][C:28]1[CH:33]=[CH:32][C:31](S(OC[C@@H]2OC2)(=O)=O)=[CH:30][CH:29]=1.CC1C=CC(S([O:52][CH2:53][C@H:54]2[O:56][CH2:55]2)(=O)=O)=CC=1.CN(C)C=[O:60], predict the reaction product. The product is: [CH3:26][C:4]1([CH3:3])[O:8][CH:7]([CH2:9][O:10][C:11]2[CH:12]=[CH:13][CH:14]=[CH:15][C:16]=2[C:31]2([O:52][CH2:53][CH:54]3[CH2:55][O:56]3)[CH:30]=[CH:29][C:28]([CH:27]=[O:60])=[CH:33][CH2:32]2)[CH2:6][O:5]1. (4) Given the reactants C1C=CC(P(C2C(C3C(P(C4C=CC=CC=4)C4C=CC=CC=4)=CC=C4C=3C=CC=C4)=C3C(C=CC=C3)=CC=2)C2C=CC=CC=2)=CC=1.[CH3:47][O:48][C:49](=[O:64])[C:50]1[CH:55]=[CH:54][C:53](Cl)=[N:52][C:51]=1[C:57]1[CH:62]=[CH:61][C:60]([F:63])=[CH:59][CH:58]=1.C([NH:72][C:73]1[C:78]([F:79])=[CH:77][CH:76]=[CH:75][C:74]=1[F:80])(OC(C)(C)C)=O.[O-]P([O-])([O-])=O.[K+].[K+].[K+].Cl.CCOCC, predict the reaction product. The product is: [CH3:47][O:48][C:49](=[O:64])[C:50]1[CH:55]=[CH:54][C:53]([NH:72][C:73]2[C:78]([F:79])=[CH:77][CH:76]=[CH:75][C:74]=2[F:80])=[N:52][C:51]=1[C:57]1[CH:62]=[CH:61][C:60]([F:63])=[CH:59][CH:58]=1. (5) Given the reactants [CH3:1][CH2:2][CH2:3][CH2:4][C:5]1[CH:6]=[CH:7][C:8]([OH:11])=[CH:9][CH:10]=1.N1C=CC=CC=1.[C:18](Cl)(=[O:20])[CH3:19], predict the reaction product. The product is: [CH3:1][CH2:2][CH2:3][CH2:4][C:5]1[CH:10]=[CH:9][C:8]([O:11][C:18]([CH3:19])=[O:20])=[CH:7][CH:6]=1.